From a dataset of Forward reaction prediction with 1.9M reactions from USPTO patents (1976-2016). Predict the product of the given reaction. Given the reactants [C:1]([C:5]1[O:9][N:8]=[C:7]([C:10]2[CH:15]=[C:14](Cl)[C:13]([C:17]3([F:21])[CH2:20][O:19][CH2:18]3)=[CH:12][N:11]=2)[N:6]=1)([CH3:4])([CH3:3])[CH3:2].[F:22][C:23]1[CH:28]=[CH:27][C:26]([OH:29])=[CH:25][CH:24]=1, predict the reaction product. The product is: [C:1]([C:5]1[O:9][N:8]=[C:7]([C:10]2[CH:15]=[C:14]([O:29][C:26]3[CH:27]=[CH:28][C:23]([F:22])=[CH:24][CH:25]=3)[C:13]([C:17]3([F:21])[CH2:20][O:19][CH2:18]3)=[CH:12][N:11]=2)[N:6]=1)([CH3:4])([CH3:3])[CH3:2].